Dataset: Forward reaction prediction with 1.9M reactions from USPTO patents (1976-2016). Task: Predict the product of the given reaction. Given the reactants [CH2:1]1[C:7]2[CH:8]=[CH:9][CH:10]=[CH:11][C:6]=2[CH2:5][CH2:4][CH2:3][N:2]1[C:12]1[CH:21]=[C:20]([CH2:22][CH2:23][C:24]([NH2:26])=O)[C:19]2[C:14](=[CH:15][CH:16]=[CH:17][CH:18]=2)[N:13]=1.B, predict the reaction product. The product is: [CH2:1]1[C:7]2[CH:8]=[CH:9][CH:10]=[CH:11][C:6]=2[CH2:5][CH2:4][CH2:3][N:2]1[C:12]1[CH:21]=[C:20]([CH2:22][CH2:23][CH2:24][NH2:26])[C:19]2[C:14](=[CH:15][CH:16]=[CH:17][CH:18]=2)[N:13]=1.